Dataset: Full USPTO retrosynthesis dataset with 1.9M reactions from patents (1976-2016). Task: Predict the reactants needed to synthesize the given product. (1) Given the product [Cl:1][C:2]1[CH:3]=[C:4]([N:12]([C@H:15]2[CH2:16][CH2:17][C@H:18]([N:21]([CH3:22])[CH3:23])[CH2:19][CH2:20]2)[CH2:13][CH3:14])[C:5]([CH3:11])=[C:6]([CH:10]=1)[C:7]([NH:63][CH2:62][C:61]1[C:57]([O:56][CH3:55])=[N:58][N:59]([CH3:70])[C:60]=1[N:64]1[CH2:69][CH2:68][O:67][CH2:66][CH2:65]1)=[O:9], predict the reactants needed to synthesize it. The reactants are: [Cl:1][C:2]1[CH:3]=[C:4]([N:12]([C@H:15]2[CH2:20][CH2:19][C@H:18]([N:21]([CH3:23])[CH3:22])[CH2:17][CH2:16]2)[CH2:13][CH3:14])[C:5]([CH3:11])=[C:6]([CH:10]=1)[C:7]([OH:9])=O.CN(C(ON1N=NC2C=CC=CC1=2)=[N+](C)C)C.[B-](F)(F)(F)F.CCN(C(C)C)C(C)C.[CH3:55][O:56][C:57]1[C:61]([CH2:62][NH2:63])=[C:60]([N:64]2[CH2:69][CH2:68][O:67][CH2:66][CH2:65]2)[N:59]([CH3:70])[N:58]=1. (2) Given the product [F:44][C:2]([F:1])([F:43])[C:3]1[CH:42]=[CH:41][C:6]([CH2:7][N:8]2[C:13](=[O:14])[C:12]([C:15]3[CH:20]=[CH:19][C:18]([Cl:21])=[CH:17][CH:16]=3)=[C:11]([C:22]3[CH:27]=[CH:26][C:25]([Cl:28])=[CH:24][CH:23]=3)[C:10]3=[N:29][NH:30][C:31](=[O:32])[N:9]23)=[CH:5][CH:4]=1, predict the reactants needed to synthesize it. The reactants are: [F:1][C:2]([F:44])([F:43])[C:3]1[CH:42]=[CH:41][C:6]([CH2:7][N:8]2[C:13](=[O:14])[C:12]([C:15]3[CH:20]=[CH:19][C:18]([Cl:21])=[CH:17][CH:16]=3)=[C:11]([C:22]3[CH:27]=[CH:26][C:25]([Cl:28])=[CH:24][CH:23]=3)[C:10]3=[N:29][N:30](COCC[Si](C)(C)C)[C:31](=[O:32])[N:9]23)=[CH:5][CH:4]=1. (3) The reactants are: Br[C:2]1[C:6]2[CH:7]=[N:8][C:9]([NH2:23])=[C:10]([O:11][C@@H:12]([C:14]3[C:19]([Cl:20])=[CH:18][CH:17]=[C:16]([F:21])[C:15]=3[Cl:22])[CH3:13])[C:5]=2[O:4][CH:3]=1.[C:24]([O:28][C:29]([N:31]1[CH2:36][CH:35]=[C:34](B2OC(C)(C)C(C)(C)O2)[CH2:33][CH2:32]1)=[O:30])([CH3:27])([CH3:26])[CH3:25].C(=O)([O-])[O-].[K+].[K+].O1CCOCC1. Given the product [C:24]([O:28][C:29]([N:31]1[CH2:32][CH:33]=[C:34]([C:2]2[C:6]3[CH:7]=[N:8][C:9]([NH2:23])=[C:10]([O:11][C@@H:12]([C:14]4[C:19]([Cl:20])=[CH:18][CH:17]=[C:16]([F:21])[C:15]=4[Cl:22])[CH3:13])[C:5]=3[O:4][CH:3]=2)[CH2:35][CH2:36]1)=[O:30])([CH3:27])([CH3:25])[CH3:26], predict the reactants needed to synthesize it.